The task is: Regression. Given a peptide amino acid sequence and an MHC pseudo amino acid sequence, predict their binding affinity value. This is MHC class I binding data.. This data is from Peptide-MHC class I binding affinity with 185,985 pairs from IEDB/IMGT. (1) The peptide sequence is DIVGGLFTY. The MHC is HLA-A24:03 with pseudo-sequence HLA-A24:03. The binding affinity (normalized) is 0.0847. (2) The peptide sequence is KLITQPLPA. The MHC is HLA-A25:01 with pseudo-sequence HLA-A25:01. The binding affinity (normalized) is 0.0847. (3) The peptide sequence is KAMHDKKIDI. The MHC is HLA-A02:01 with pseudo-sequence HLA-A02:01. The binding affinity (normalized) is 0.